The task is: Predict which catalyst facilitates the given reaction.. This data is from Catalyst prediction with 721,799 reactions and 888 catalyst types from USPTO. (1) Reactant: O=[C:2]([C:31]1[CH:36]=[CH:35][CH:34]=[C:33]([C:37]([F:40])([F:39])[F:38])[CH:32]=1)[CH2:3][C@@H:4]1[CH2:8][CH2:7][N:6]([C@H:9]2[CH2:14][CH2:13][C@@H:12]([N:15]([CH:17]([CH3:19])[CH3:18])[CH3:16])[CH2:11][C@H:10]2[CH2:20][S:21]([C:24]2[CH:29]=[CH:28][CH:27]=[CH:26][CH:25]=2)(=[O:23])=[O:22])[C:5]1=[O:30].[O:41]([NH2:43])[CH3:42].Cl.CC([O-])=[O:47].[Na+]. Product: [F:38][C:37]([F:40])([F:39])[C:42]([OH:41])=[O:47].[CH:17]([N:15]([CH3:16])[C@@H:12]1[CH2:13][CH2:14][C@H:9]([N:6]2[CH2:7][CH2:8][C@@H:4]([CH2:3][C:2](=[N:43][O:41][CH3:42])[C:31]3[CH:36]=[CH:35][CH:34]=[C:33]([C:37]([F:38])([F:40])[F:39])[CH:32]=3)[C:5]2=[O:30])[C@H:10]([CH2:20][S:21]([C:24]2[CH:29]=[CH:28][CH:27]=[CH:26][CH:25]=2)(=[O:23])=[O:22])[CH2:11]1)([CH3:18])[CH3:19]. The catalyst class is: 5. (2) Reactant: [H-].[Na+].[F:3][C:4]([F:8])([F:7])[CH2:5][OH:6].[Cl:9][C:10]1[CH:17]=[CH:16][C:13]([C:14]#[N:15])=[C:12](F)[CH:11]=1.Cl. Product: [Cl:9][C:10]1[CH:17]=[CH:16][C:13]([C:14]#[N:15])=[C:12]([O:6][CH2:5][C:4]([F:8])([F:7])[F:3])[CH:11]=1. The catalyst class is: 1. (3) Reactant: [CH3:1][O:2][C@@H:3]1[C@@H:8]([CH2:9][OH:10])[O:7][C@@H:6]([N:11]2[C:23]3[C:22]4[NH:24][C:25]5[CH:26]=[CH:27][CH:28]=[CH:29][C:30]=5[C:21]=4[C:20]4[C:31](=[O:35])N[C:33](=[O:34])[C:19]=4[C:18]=3[C:17]3[C:12]2=[CH:13][CH:14]=[CH:15][CH:16]=3)[C@H:5]([OH:36])[C@H:4]1[OH:37].[OH-:38].[Na+].Cl. Product: [CH3:1][O:2][C@@H:3]1[C@@H:8]([CH2:9][OH:10])[O:7][C@@H:6]([N:11]2[C:23]3[C:22]4[NH:24][C:25]5[CH:26]=[CH:27][CH:28]=[CH:29][C:30]=5[C:21]=4[C:20]4[C:31](=[O:38])[O:35][C:33](=[O:34])[C:19]=4[C:18]=3[C:17]3[C:12]2=[CH:13][CH:14]=[CH:15][CH:16]=3)[C@H:5]([OH:36])[C@H:4]1[OH:37]. The catalyst class is: 6. (4) Reactant: F[C:2]1[CH:7]=[CH:6][C:5]([NH:8][C:9]([C:11]2[S:12][C:13]([Br:16])=[CH:14][CH:15]=2)=[O:10])=[CH:4][C:3]=1[N+:17]([O-:19])=[O:18].C([O-])([O-])=O.[K+].[K+].[SH:26][C:27]1[CH:32]=[CH:31][C:30]([OH:33])=[CH:29][CH:28]=1. Product: [OH:33][C:30]1[CH:31]=[CH:32][C:27]([S:26][C:2]2[CH:7]=[CH:6][C:5]([NH:8][C:9]([C:11]3[S:12][C:13]([Br:16])=[CH:14][CH:15]=3)=[O:10])=[CH:4][C:3]=2[N+:17]([O-:19])=[O:18])=[CH:28][CH:29]=1. The catalyst class is: 18. (5) Reactant: [CH3:1][C:2]([C:6]1[CH:11]=[CH:10][C:9]([S:12]([O:15][C:16]2[CH:21]=[CH:20][CH:19]=[C:18]([C:22]3([C:30]4[CH:35]=[CH:34][C:33]([F:36])=[C:32]([Br:37])[CH:31]=4)[C:26](=[O:27])[N:25]([CH3:28])[C:24](=S)[NH:23]3)[CH:17]=2)(=[O:14])=[O:13])=[CH:8][CH:7]=1)([CH3:5])[CH2:3][CH3:4].[OH-].[NH4+:39].C(OO)(C)(C)C. Product: [CH3:1][C:2]([C:6]1[CH:7]=[CH:8][C:9]([S:12]([O:15][C:16]2[CH:21]=[CH:20][CH:19]=[C:18]([C:22]3([C:30]4[CH:35]=[CH:34][C:33]([F:36])=[C:32]([Br:37])[CH:31]=4)[C:26](=[O:27])[N:25]([CH3:28])[C:24]([NH2:39])=[N:23]3)[CH:17]=2)(=[O:13])=[O:14])=[CH:10][CH:11]=1)([CH3:5])[CH2:3][CH3:4]. The catalyst class is: 5.